Predict the reactants needed to synthesize the given product. From a dataset of Full USPTO retrosynthesis dataset with 1.9M reactions from patents (1976-2016). (1) Given the product [F:1][C:2]1([S:12]([C:15]2[CH:20]=[C:19]([C:21]([F:22])([F:24])[F:23])[CH:18]=[C:17]([F:25])[CH:16]=2)(=[O:13])=[O:14])[CH2:11][CH2:10][C:5](=[O:6])[CH2:4][CH2:3]1, predict the reactants needed to synthesize it. The reactants are: [F:1][C:2]1([S:12]([C:15]2[CH:20]=[C:19]([C:21]([F:24])([F:23])[F:22])[CH:18]=[C:17]([F:25])[CH:16]=2)(=[O:14])=[O:13])[CH2:11][CH2:10][C:5]2(OCC[O:6]2)[CH2:4][CH2:3]1.Cl. (2) The reactants are: Br[C:2]1[CH:3]=[C:4]([C:9]2[N:10]=[C:11]([C:15]3[CH:20]=[CH:19][C:18]([F:21])=[CH:17][C:16]=3[F:22])[N:12]=[N:13][CH:14]=2)[CH:5]=[CH:6][C:7]=1[F:8].[F:23][C:24]1[CH:25]=[N:26][CH:27]=[C:28]([F:43])[C:29]=1[Sn](CCCC)(CCCC)CCCC. Given the product [F:23][C:24]1[CH:25]=[N:26][CH:27]=[C:28]([F:43])[C:29]=1[C:2]1[CH:3]=[C:4]([C:9]2[N:10]=[C:11]([C:15]3[CH:20]=[CH:19][C:18]([F:21])=[CH:17][C:16]=3[F:22])[N:12]=[N:13][CH:14]=2)[CH:5]=[CH:6][C:7]=1[F:8], predict the reactants needed to synthesize it. (3) Given the product [CH3:27][O:26][C:20]1[CH:19]=[C:18]([NH:17][C:10]2[C:11]3[N:16]=[CH:15][S:14][C:12]=3[N:13]=[C:8]([N:5]3[CH2:6][CH2:7][CH:3]([NH:2][C:37]([C:34]4[CH:35]=[C:36]5[C:31]([CH:30]=[N:29][NH:28]5)=[CH:32][CH:33]=4)=[O:38])[CH2:4]3)[N:9]=2)[CH:23]=[CH:22][C:21]=1[O:24][CH3:25], predict the reactants needed to synthesize it. The reactants are: Cl.[NH2:2][CH:3]1[CH2:7][CH2:6][N:5]([C:8]2[N:9]=[C:10]([NH:17][C:18]3[CH:23]=[CH:22][C:21]([O:24][CH3:25])=[C:20]([O:26][CH3:27])[CH:19]=3)[C:11]3[N:16]=[CH:15][S:14][C:12]=3[N:13]=2)[CH2:4]1.[NH:28]1[C:36]2[C:31](=[CH:32][CH:33]=[C:34]([C:37](O)=[O:38])[CH:35]=2)[CH:30]=[N:29]1.CCN=C=NCCCN(C)C.CN1C=CN=C1. (4) Given the product [CH2:1]([N:4]1[C:13](=[O:14])[C:12]2[C:11]([CH3:15])([CH3:16])[CH2:10][C:9]3[CH:17]=[C:18]([C:21]([NH:46][CH2:45][CH2:43][OH:44])=[O:23])[CH:19]=[CH:20][C:8]=3[C:7]=2[NH:6][CH:5]1[S:24][CH2:25][CH2:26][O:27][CH3:28])[CH:2]=[CH2:3], predict the reactants needed to synthesize it. The reactants are: [CH2:1]([N:4]1[C:13](=[O:14])[C:12]2[C:11]([CH3:16])([CH3:15])[CH2:10][C:9]3[CH:17]=[C:18]([C:21]([OH:23])=O)[CH:19]=[CH:20][C:8]=3[C:7]=2[N:6]=[C:5]1[S:24][CH2:25][CH2:26][O:27][CH3:28])[CH:2]=[CH2:3].C(Cl)CCl.C1C=CC2N(O)N=NC=2C=1.[CH2:43]([CH2:45][NH2:46])[OH:44].